Dataset: Retrosynthesis with 50K atom-mapped reactions and 10 reaction types from USPTO. Task: Predict the reactants needed to synthesize the given product. (1) Given the product CC(C)(C)OC(=O)N1CCc2ncccc21, predict the reactants needed to synthesize it. The reactants are: CC(C)(C)OC(=O)n1ccc2ncccc21. (2) Given the product O=C(CNC(=O)c1cc(Br)cc(C(F)(F)F)c1)NC1CN(C2CCC(c3ccccc3)CC2)C1, predict the reactants needed to synthesize it. The reactants are: NCC(=O)NC1CN(C2CCC(c3ccccc3)CC2)C1.O=C(O)c1cc(Br)cc(C(F)(F)F)c1. (3) Given the product Cc1cc(N)nc(Cl)c1, predict the reactants needed to synthesize it. The reactants are: Cc1cc(Cl)nc(Cl)c1.[NH4+]. (4) Given the product CN1CCN(C(=O)c2cccc(C(F)(F)F)c2Cl)CC1=O, predict the reactants needed to synthesize it. The reactants are: O=C(c1cccc(C(F)(F)F)c1Cl)N1CCN(c2ccc(F)cc2Cl)C(=O)C1. (5) Given the product Cc1cc(Br)cnc1N1CCN(c2cc(-c3ccc(F)cc3)nc(Cl)n2)[C@H](C)C1, predict the reactants needed to synthesize it. The reactants are: Cc1cc(Br)cnc1N1CCN[C@H](C)C1.Fc1ccc(-c2cc(Cl)nc(Cl)n2)cc1. (6) Given the product CC(C)(C)OC(=O)N[C@@H](CBr)Cc1cccnc1, predict the reactants needed to synthesize it. The reactants are: BrC(Br)(Br)Br.CC(C)(C)OC(=O)N[C@@H](CO)Cc1cccnc1. (7) Given the product CC(C)(O)CC=CC1(C2=CC[C@H]3C(=O)CCC[C@@]23C)CC1, predict the reactants needed to synthesize it. The reactants are: CC(C)(O)CC=CC1(C2=CC[C@H]3[C@@H](O)CCC[C@@]23C)CC1.